Dataset: Catalyst prediction with 721,799 reactions and 888 catalyst types from USPTO. Task: Predict which catalyst facilitates the given reaction. Reactant: [NH2:1][C:2]1[CH:7]=[CH:6][C:5]([CH3:8])=[CH:4][C:3]=1[NH:9][CH:10]1[CH2:15][CH2:14][N:13]([C@H:16]2[CH2:21][CH2:20][C@H:19]([O:22][CH2:23][CH3:24])[CH2:18][CH2:17]2)[CH2:12][CH2:11]1.C(N(C(C)C)CC)(C)C.[Cl:34][C:35]([O:38]C(=O)OC(Cl)(Cl)Cl)(Cl)Cl. Product: [ClH:34].[CH2:23]([O:22][C@H:19]1[CH2:20][CH2:21][C@H:16]([N:13]2[CH2:12][CH2:11][CH:10]([N:9]3[C:3]4[CH:4]=[C:5]([CH3:8])[CH:6]=[CH:7][C:2]=4[NH:1][C:35]3=[O:38])[CH2:15][CH2:14]2)[CH2:17][CH2:18]1)[CH3:24]. The catalyst class is: 4.